From a dataset of Full USPTO retrosynthesis dataset with 1.9M reactions from patents (1976-2016). Predict the reactants needed to synthesize the given product. Given the product [ClH:1].[NH2:33][CH2:34][C:35]([O:30][CH2:29][N:25]1[C:24](=[O:31])/[C:23](=[CH:22]/[C:21]2[CH:20]=[N:19][N:12]3[C:13]([NH:15][CH:16]4[CH2:17][CH2:18]4)=[CH:14][C:9]([NH:8][C:6]4[CH:7]=[C:2]([Cl:1])[CH:3]=[CH:4][C:5]=4[F:32])=[N:10][C:11]=23)/[NH:27][C:26]1=[O:28])=[O:36], predict the reactants needed to synthesize it. The reactants are: [Cl:1][C:2]1[CH:3]=[CH:4][C:5]([F:32])=[C:6]([NH:8][C:9]2[CH:14]=[C:13]([NH:15][CH:16]3[CH2:18][CH2:17]3)[N:12]3[N:19]=[CH:20][C:21](/[CH:22]=[C:23]4/[C:24](=[O:31])[N:25]([CH2:29][OH:30])[C:26](=[O:28])[NH:27]/4)=[C:11]3[N:10]=2)[CH:7]=1.[NH:33](C(OC(C)(C)C)=O)[CH2:34][C:35](O)=[O:36].C1(N=C=NC2CCCCC2)CCCCC1.